From a dataset of Drug-target binding data from BindingDB using IC50 measurements. Regression. Given a target protein amino acid sequence and a drug SMILES string, predict the binding affinity score between them. We predict pIC50 (pIC50 = -log10(IC50 in M); higher means more potent). Dataset: bindingdb_ic50. (1) The small molecule is C[C@@H](N)[C@H]1CC[C@H](C(=O)Nc2ccncc2)CC1. The target protein sequence is MGNAAAAKKGSEQESVKEFLAKAKEDFLKKWENPAQNTAHLDQFERIKTLGTGSFGRVMLVKHMETGNHYAMKILDKQKVVKLKQIEHTLNEKRILQAVNFPFLVKLEFSFKDNSNLYMVMEYMPGGEMFSHLRRIGRFSEPHARFYAAQIVLTFEYLHSLDLIYRDLKPENLLIDQQGYIQVTDFGFAKRVKGRTWTLCGTPEYLAPEIILSKGYNKAVDWWALGVLIYEMAAGYPPFFADQPIQIYEKIVSGKVRFPSHFSSDLKDLLRNLLQVDLTKRFGNLKNGVNDIKNHKWFATTDWIAIYQRKVEAPFIPKFKGPGDTSNFDDYEEEEIRVSINEKCGKEFSEF. The pIC50 is 4.2. (2) The drug is CCCCN1C[C@H](O)[C@@H](O)[C@@H](O)[C@@H]1CO. The target protein (Q9HCG7) has sequence MGTQDPGNMGTGVPASEQISCAKEDPQVYCPEETGGTKDVQVTDCKSPEDSRPPKETDCCNPEDSGQLMVSYEGKAMGYQVPPFGWRICLAHEFTEKRKPFQANNVSLSNMIKHIGMGLRYLQWWYRKTHVEKKTPFIDMINSVPLRQIYGCPLGGIGGGTITRGWRGQFCRWQLNPGMYQHRTVIADQFTVCLRREGQTVYQQVLSLERPSVLRSWNWGLCGYFAFYHALYPRAWTVYQLPGQNVTLTCRQITPILPHDYQDSSLPVGVFVWDVENEGDEALDVSIMFSMRNGLGGGDDAPGGLWNEPFCLERSGETVRGLLLHHPTLPNPYTMAVAARVTAATTVTHITAFDPDSTGQQVWQDLLQDGQLDSPTGQSTPTQKGVGIAGAVCVSSKLRPRGQCRLEFSLAWDMPRIMFGAKGQVHYRRYTRFFGQDGDAAPALSHYALCRYAEWEERISAWQSPVLDDRSLPAWYKSALFNELYFLADGGTVWLEVLED.... The pIC50 is 5.0. (3) The small molecule is Cc1cc(C(=O)CCl)c(C)s1. The target is XTSFAESXKPVQQPSAFGS. The pIC50 is 4.0. (4) The small molecule is C=CC(=O)NC[C@H](NC(=O)[C@@H](NC(=O)c1cnccn1)C1CCCCC1)C(=O)N1C[C@@H]2CCC[C@@H]2[C@H]1C(=O)N[C@@H](CCC)C(OC(=O)C(F)(F)F)C(=O)NC1CC1. The target protein sequence is APITAYAQQTRGLLGCIITSLTGRDKNQVEGEVQIVSTAAQTFLATCINGVCWTVYHGAGTRTIASPKGPVIQMYTNVDQDLVGWPAPQGARSLTPCTCGSSDLYLVTRHADVIPVRRRGDSRGSLLSPRPISYLKGSSGGPLLCPAGHAVGLFRSAVCTRGVAKAVDFIPVENLETTMRS. The pIC50 is 6.4. (5) The compound is O=C(NCC1CCCCC1)c1ccc(C(=O)C(F)(F)F)s1. The target protein sequence is TTGLVYDTLMLKHQCTCGSSSSHPEHAGRIQSIWSRLQETGLRGKCECIRGRKATLEELQTVHSEAHTLLYGTNPLNRQKLDSKKLLGSLASVFVRLPCGGVGVDSDTIWNEVHSAGAARLAVGCVVELVFKVATGELKNGFAVVRPPGHHAEESTPMGFCYFNSVAVAAKLLQQRLSVSKILIVDWDVHHGNGTQQAFYSDPSVLYMSLHRYDDGNFFPGSGAPDEVGTGPGVGFNVNMAFTGGLDPPMGDAEYLAAFRTVVMPIASEFAPDVVLVSSGFDAVEGHPTPLGGYNLSARCFGYLTKQLMGLAGGRIVLALEGGYDLTAICDASEACVSALLGNELDPLPEKVLQQRPNANAVRSMEKVMEIHSKYWRCLQRTTSTAGRSLIEAQTCENEEAETVTAMASLSVGVKPAEKRPDEEPMEEEPPL. The pIC50 is 6.5. (6) The drug is O=C(C=Cc1ccccc1)CC(=O)C(=O)O. The target protein (Q9UJM8) has sequence MLPRLICINDYEQHAKSVLPKSIYDYYRSGANDEETLADNIAAFSRWKLYPRMLRNVAETDLSTSVLGQRVSMPICVGATAMQRMAHVDGELATVRACQSLGTGMMLSSWATSSIEEVAEAGPEALRWLQLYIYKDREVTKKLVRQAEKMGYKAIFVTVDTPYLGNRLDDVRNRFKLPPQLRMKNFETSTLSFSPEENFGDDSGLAAYVAKAIDPSISWEDIKWLRRLTSLPIVAKGILRGDDAREAVKHGLNGILVSNHGARQLDGVPATIDVLPEIVEAVEGKVEVFLDGGVRKGTDVLKALALGAKAVFVGRPIVWGLAFQGEKGVQDVLEILKEEFRLAMALSGCQNVKVIDKTLVRKNPLAVSKI. The pIC50 is 4.7. (7) The compound is Cc1ccc(-c2nc3ccc(C)cn3c2CN)cc1. The target protein sequence is MKTPWRVLLGLLGAAALVTIITVPVVLLNKGTDDATADSRKTYTLTDYLKNTYRLKLYSLRWISDHEYLYKQENNILVFNAEYGNSSVFLENSTFDEFGHSINDYSISPDGQFILLEYNYVKQWRHSYTASYDIYDLNKRQLITEERIPNNTQWVTWSPVGHKLAYVWNNDIYVKIEPNLPSYRITWTGKEDIIYNGITDWVYEEEVFSAYSALWWSPNGTFLAYAQFNDTEVPLIEYSFYSDESLQYPKTVRVPYPKAGAVNPTVKFFVVNTDSLSSVTNATSIQITAPASMLIGDHYLCDVTWATQERISLQWLRRIQNYSVMDICDYDESSGRWNCLVARQHIEMSTTGWVGRFRPSEPHFTLDGNSFYKIISNEEGYRHICYFQIDKKDCTFITKGTWEVIGIEALTSDYLYYISNEYKGMPGGRNLYKIQLSDYTKVTCLSCELNPERCQYYSVSFSKEAKYYQLRCSGPGLPLYTLHSSVNDKGLRVLEDNSAL.... The pIC50 is 5.1. (8) The drug is Cc1cc(Nc2ccc(C)c(C)c2)n2ncnc2n1. The target protein sequence is MKRFDERMNKEKSKHKKVLFFIFSSIVGLYMYFESYNPEFFMYDVFLDFCLNYVDSEVCHDLFLLLGKYGLLPYDTSNDSVYATSDIKNLNFINPFGVAAGFDKNGICIDSILKLGFSFIEIGTITPKPQKGNNKPRIFRDVENKSIINACGFNNIGCDKVTENLINFRKKQEEDKLLSKHIVGVSIGKNKHTENIVDDLKYSIYKIARYADYIAINVSSPNTPGLRDNQESNKLKNIILFVKQEINKIEQIGHNGETFWMNTIKKKPLVFVKLAPDLENSEKKKIAQVLLDTGIDGMIISNTTINKMDIKSFEDKKGGVSGKKLKDLSTNLISDMYIYTNKQIPIIASGGILTGADALEKIEAGASVCQLYSCLVFNGVKSAIQIKREFNNALYQKGYYNLREAIGKKHSNAKSLKV. The pIC50 is 5.4. (9) The small molecule is N=C1NC(c2ccccc2)(c2cccc(-c3cccnc3)c2)C(=O)N1C1CCCCC1. The target protein sequence is MALTVKEEEFSNTLIKNASAFDRLKLGNLKNLKIQKKLQFLYLILFVLITGVFFFFLIGNFYSHRKLYQVIKNTKHTTIGFKIDRPHDKVLSSVLKNKLSTYVKESFKFFKSGYAQKGYLGSENDSIELDDVANLMFYGEGQIGTNKQPFMFIFDTGSANLWVPSVNCDSIGCSTKHLYDASASKSYEKDGTKVEISYGSGTVRGYFSKDVISLGDLSLPYKFIEVTDADDLEPIYSGSEFDGILGLGWKDLSIGSIDPVVVELKKQNKIDNALFTFYLPVHDKHVGYLTIGGIESDFYEGPLTYEKLNHDLYWQIDLDIHFGKYVMQKANAVVDSGTSTITAPTSFLNKFFRDMNVIKVPFLPLYVTTCDNDDLPTLEFHSRNNKYTLEPEFYMDPLSDIDPALCMLYILPVDIDDNTFILGDPFMRKYFTVFDYEKESVGFAVAKN. The pIC50 is 7.5.